From a dataset of Peptide-MHC class I binding affinity with 185,985 pairs from IEDB/IMGT. Regression. Given a peptide amino acid sequence and an MHC pseudo amino acid sequence, predict their binding affinity value. This is MHC class I binding data. The binding affinity (normalized) is 0.671. The peptide sequence is KSIHIVVTM. The MHC is Patr-B0101 with pseudo-sequence Patr-B0101.